Predict the product of the given reaction. From a dataset of Forward reaction prediction with 1.9M reactions from USPTO patents (1976-2016). (1) Given the reactants [Cl:1][C:2]1[C:10]2[NH:9][N:8]=[CH:7][C:6]=2[C:5]2[CH2:11][N:12]([CH2:28][C:29]([F:32])([F:31])[F:30])[C:13](=[O:27])[C@H:14]([NH:16]C(=O)OCC3C=CC=CC=3)[CH2:15][C:4]=2[CH:3]=1.C1(OC)C=CC=CC=1.[CH3:41][S:42]([OH:45])(=[O:44])=[O:43].CCOCC, predict the reaction product. The product is: [CH3:41][S:42]([OH:45])(=[O:44])=[O:43].[CH3:41][S:42]([OH:45])(=[O:44])=[O:43].[NH2:16][C@H:14]1[C:13](=[O:27])[N:12]([CH2:28][C:29]([F:30])([F:32])[F:31])[CH2:11][C:5]2[C:6]3[CH:7]=[N:8][NH:9][C:10]=3[C:2]([Cl:1])=[CH:3][C:4]=2[CH2:15]1. (2) Given the reactants [CH3:1][N:2]1[C:10]2[C@@:9]3([CH3:14])[C:11]([CH3:13])([CH3:12])[C@H:6]([CH2:7][CH2:8]3)[C:5]=2[C:4](=[O:15])[NH:3]1.Br[C:17]1[CH:22]=[CH:21][CH:20]=[CH:19][N:18]=1.N1C=CC=CC=1C(O)=O.C(=O)(O)[O-].[K+], predict the reaction product. The product is: [N:18]1[CH:19]=[CH:20][CH:21]=[CH:22][C:17]=1[N:3]1[C:4](=[O:15])[C:5]2[C@@H:6]3[C:11]([CH3:12])([CH3:13])[C@@:9]([CH3:14])([CH2:8][CH2:7]3)[C:10]=2[N:2]1[CH3:1]. (3) Given the reactants [Cl:1][C:2]1[CH:7]=[CH:6][C:5]([C@:8]2([O:26][C@H:25]([CH2:27][O:28]C(=O)C)[C@@H:20]([O:21]C(=O)C)[C@H:15]([O:16]C(=O)C)[C@H:10]2[O:11]C(=O)C)[OH:9])=[CH:4][C:3]=1[CH:32]([C:42]#[CH:43])[C:33]1[CH:38]=[CH:37][C:36]([CH2:39][O:40][CH3:41])=[CH:35][CH:34]=1.[OH-].[K+], predict the reaction product. The product is: [Cl:1][C:2]1[CH:7]=[CH:6][C:5]([C@:8]2([O:26][C@H:25]([CH2:27][OH:28])[C@@H:20]([OH:21])[C@H:15]([OH:16])[C@H:10]2[OH:11])[OH:9])=[CH:4][C:3]=1[CH:32]([C:42]#[CH:43])[C:33]1[CH:34]=[CH:35][C:36]([CH2:39][O:40][CH3:41])=[CH:37][CH:38]=1. (4) Given the reactants [C:1]1([CH:7]([C:49]2[CH:54]=[CH:53][CH:52]=[CH:51][CH:50]=2)[N:8]2[CH:13]=[CH:12][CH:11]=[C:10]([C:14]([NH:16][C@@H:17]([CH2:22][CH2:23][CH2:24][CH2:25][NH:26][C:27]([NH:29][S:30]([C:33]3[C:34]([CH3:47])=[C:35]4[C:40](=[C:41]([CH3:44])[C:42]=3[CH3:43])[O:39][C:38]([CH3:46])([CH3:45])[CH2:37][CH2:36]4)(=[O:32])=[O:31])=[NH:28])[C:18]([O:20]C)=[O:19])=[O:15])[C:9]2=[O:48])[CH:6]=[CH:5][CH:4]=[CH:3][CH:2]=1, predict the reaction product. The product is: [C:1]1([CH:7]([C:49]2[CH:54]=[CH:53][CH:52]=[CH:51][CH:50]=2)[N:8]2[CH:13]=[CH:12][CH:11]=[C:10]([C:14]([NH:16][C@@H:17]([CH2:22][CH2:23][CH2:24][CH2:25][NH:26][C:27]([NH:29][S:30]([C:33]3[C:34]([CH3:47])=[C:35]4[C:40](=[C:41]([CH3:44])[C:42]=3[CH3:43])[O:39][C:38]([CH3:46])([CH3:45])[CH2:37][CH2:36]4)(=[O:31])=[O:32])=[NH:28])[C:18]([OH:20])=[O:19])=[O:15])[C:9]2=[O:48])[CH:6]=[CH:5][CH:4]=[CH:3][CH:2]=1.